Dataset: Forward reaction prediction with 1.9M reactions from USPTO patents (1976-2016). Task: Predict the product of the given reaction. (1) The product is: [C:28]([O:23][C@@:9]1([C:14]#[C:15][C:16]2[CH:17]=[C:18]([CH3:22])[CH:19]=[CH:20][CH:21]=2)[CH2:10][CH2:11][CH2:12][C@@H:13]2[C@H:8]1[CH2:7][CH2:6][N:5]2[C:3]([O:2][CH3:1])=[O:4])(=[O:29])[CH2:27][CH2:26][CH2:25][C:24]([O:32][CH3:33])=[O:31]. Given the reactants [CH3:1][O:2][C:3]([N:5]1[C@@H:13]2[C@@H:8]([C@@:9]([OH:23])([C:14]#[C:15][C:16]3[CH:17]=[C:18]([CH3:22])[CH:19]=[CH:20][CH:21]=3)[CH2:10][CH2:11][CH2:12]2)[CH2:7][CH2:6]1)=[O:4].[C:24]([O:32][CH3:33])(=[O:31])[CH2:25][CH2:26][CH2:27][C:28]([O-])=[O:29], predict the reaction product. (2) Given the reactants CC1C=CC(S(O[CH2:12][C@@H:13]2[O:22][C:21]3[C:16](=[CH:17][CH:18]=[C:19]4[NH:25][C:24]([C:26]([F:29])([F:28])[F:27])=[N:23][C:20]4=3)[O:15][CH2:14]2)(=O)=O)=CC=1.[F:30][C:31]1[CH:39]=[C:38]2[C:34]([C:35]([C:40]3[CH2:41][CH2:42][NH:43][CH2:44][CH:45]=3)=[CH:36][NH:37]2)=[CH:33][CH:32]=1, predict the reaction product. The product is: [F:30][C:31]1[CH:39]=[C:38]2[C:34]([C:35]([C:40]3[CH2:41][CH2:42][N:43]([CH2:12][CH:13]4[O:22][C:21]5[C:16](=[CH:17][CH:18]=[C:19]6[NH:25][C:24]([C:26]([F:29])([F:28])[F:27])=[N:23][C:20]6=5)[O:15][CH2:14]4)[CH2:44][CH:45]=3)=[CH:36][NH:37]2)=[CH:33][CH:32]=1.